Dataset: Serine/threonine kinase 33 screen with 319,792 compounds. Task: Binary Classification. Given a drug SMILES string, predict its activity (active/inactive) in a high-throughput screening assay against a specified biological target. (1) The molecule is S=C(NN\C=C1\C=CC(=O)C=C1)NN\C=C1\C=CC(=O)C=C1. The result is 1 (active). (2) The result is 0 (inactive). The drug is O(c1cc(c2nn(cc2CNC(Cn2ncnc2)C)c2ccccc2)ccc1)C. (3) The drug is OC1(N(C2CCCCC2)C(=O)c2c1cccc2)Cc1ccccc1. The result is 0 (inactive). (4) The compound is O=C(N1CCN(CC1)c1nc(N2CCN(CC2)C(=O)Cn2nnc(c2)CC(O)C)nc(n1)NCCOCCOCCOCC#C)C(n1nnc(c1)CCC\N=C(\[NH3+])N)C(CC)C. The result is 0 (inactive). (5) The compound is S(=O)(=O)(CC(=O)Nc1scc(n1)c1ccc(F)cc1)c1ccccc1. The result is 0 (inactive). (6) The drug is FC(F)(F)c1cc(NC(=O)c2c(N3CCCC3)nccc2)ccc1. The result is 0 (inactive).